This data is from Peptide-MHC class I binding affinity with 185,985 pairs from IEDB/IMGT. The task is: Regression. Given a peptide amino acid sequence and an MHC pseudo amino acid sequence, predict their binding affinity value. This is MHC class I binding data. (1) The peptide sequence is ISSMLNIMNR. The MHC is HLA-A68:01 with pseudo-sequence HLA-A68:01. The binding affinity (normalized) is 0.590. (2) The MHC is HLA-B53:01 with pseudo-sequence HLA-B53:01. The binding affinity (normalized) is 0. The peptide sequence is APKQVAGTGV.